Dataset: Reaction yield outcomes from USPTO patents with 853,638 reactions. Task: Predict the reaction yield, written as a fraction of the theoretical maximum amount of product (1.0 means a 100% yield; for example, 0.34 means a 34% yield). (1) The product is [F:50][C:51]1[C:66]([F:67])=[CH:65][C:54]2[NH:55][C:56]([CH2:58][CH:59]3[CH2:64][CH2:63][CH2:62][CH2:61][N:60]3[C:14]([C:9]3[N:10]=[C:11]([CH3:13])[S:12][C:8]=3[C:5]3[CH:4]=[CH:3][C:2]([F:1])=[CH:7][CH:6]=3)=[O:16])=[N:57][C:53]=2[CH:52]=1. The catalyst is CN(C=O)C. The yield is 0.970. The reactants are [F:1][C:2]1[CH:7]=[CH:6][C:5]([C:8]2[S:12][C:11]([CH3:13])=[N:10][C:9]=2[C:14]([OH:16])=O)=[CH:4][CH:3]=1.CN(C(ON1N=NC2C=CC=NC1=2)=[N+](C)C)C.F[P-](F)(F)(F)(F)F.C(N(CC)C(C)C)(C)C.[F:50][C:51]1[C:66]([F:67])=[CH:65][C:54]2[NH:55][C:56]([CH2:58][CH:59]3[CH2:64][CH2:63][CH2:62][CH2:61][NH:60]3)=[N:57][C:53]=2[CH:52]=1. (2) The reactants are Cl[CH2:2][C:3](Cl)=[O:4].[CH2:6]([NH:13][CH2:14][CH:15]([C:17]1[CH:22]=[CH:21][C:20]([Br:23])=[CH:19][CH:18]=1)[OH:16])[C:7]1[CH:12]=[CH:11][CH:10]=[CH:9][CH:8]=1.C(N(CC)CC)C.C[O-].[Na+]. The catalyst is C1(C)C=CC=CC=1.CO. The product is [CH2:6]([N:13]1[CH2:14][CH:15]([C:17]2[CH:18]=[CH:19][C:20]([Br:23])=[CH:21][CH:22]=2)[O:16][CH2:2][C:3]1=[O:4])[C:7]1[CH:8]=[CH:9][CH:10]=[CH:11][CH:12]=1. The yield is 0.860. (3) The catalyst is O.C(O)C. The reactants are [OH:1][C@@H:2]1[CH2:22][C:21]2[C@:16]([CH3:24])([CH:17]=[CH:18][C:19](=[O:23])[CH:20]=2)[C@@H:15]2[C@@H:3]1[C@H:4]1[C@:12]([CH3:25])([CH2:13][CH2:14]2)[C@@H:7]([C@@H:8]([CH:10]=[O:11])[CH3:9])[CH2:6][CH2:5]1.[BH4-].[Na+].Cl. The product is [OH:1][C@@H:2]1[CH2:22][C:21]2[C@:16]([CH3:24])([CH:17]=[CH:18][C:19](=[O:23])[CH:20]=2)[C@@H:15]2[C@@H:3]1[C@H:4]1[C@:12]([CH3:25])([CH2:13][CH2:14]2)[C@@H:7]([C@H:8]([CH3:9])[CH2:10][OH:11])[CH2:6][CH2:5]1. The yield is 0.930.